Dataset: Full USPTO retrosynthesis dataset with 1.9M reactions from patents (1976-2016). Task: Predict the reactants needed to synthesize the given product. (1) Given the product [CH2:6]([N:8]([CH2:9][CH3:10])[C:3](=[O:4])[CH2:2][N:11]([C:12]1[CH:17]=[CH:16][C:15]([CH3:18])=[CH:14][CH:13]=1)[S:27]([C:22]1[CH:23]=[CH:24][CH:25]=[CH:26][C:21]=1[C:20]([F:19])([F:31])[F:32])(=[O:29])=[O:28])[CH3:7], predict the reactants needed to synthesize it. The reactants are: Br[CH2:2][C:3](Br)=[O:4].[CH2:6]([NH:8][CH2:9][CH3:10])[CH3:7].[NH2:11][C:12]1[CH:17]=[CH:16][C:15]([CH3:18])=[CH:14][CH:13]=1.[F:19][C:20]([F:32])([F:31])[C:21]1[CH:26]=[CH:25][CH:24]=[CH:23][C:22]=1[S:27](Cl)(=[O:29])=[O:28]. (2) Given the product [OH:1][CH2:2][CH2:3][N:4]1[CH:13]=[CH:12][C:11]2[N:10]=[C:9]([C:14]3[CH:19]=[CH:18][C:17]([CH:20]=[O:21])=[CH:16][CH:15]=3)[C:8]([C:22]3[CH:27]=[CH:26][CH:25]=[CH:24][CH:23]=3)=[CH:7][C:6]=2[C:5]1=[O:28], predict the reactants needed to synthesize it. The reactants are: [OH:1][CH2:2][CH2:3][N:4]1[CH:13]=[CH:12][C:11]2[N:10]=[C:9]([C:14]3[CH:19]=[CH:18][C:17]([CH2:20][OH:21])=[CH:16][CH:15]=3)[C:8]([C:22]3[CH:27]=[CH:26][CH:25]=[CH:24][CH:23]=3)=[CH:7][C:6]=2[C:5]1=[O:28]. (3) Given the product [CH2:13]([N:9]1[CH2:8][CH2:7][CH:6]([C:4]([OH:3])=[O:5])[CH2:11][CH2:10]1)[CH3:14], predict the reactants needed to synthesize it. The reactants are: C([O:3][C:4]([CH:6]1[CH2:11][CH2:10][NH:9][CH2:8][CH2:7]1)=[O:5])C.I[CH2:13][CH3:14].C(=O)([O-])[O-].[K+].[K+]. (4) Given the product [CH2:26]([NH:25][C:23](/[C:22](=[CH:14]/[CH:13]=[CH:12]/[C:11]1[CH:16]=[CH:17][C:8]([OH:7])=[C:9]([O:18][CH3:19])[CH:10]=1)/[C:20]#[N:21])=[O:24])[C:27]1[CH:32]=[CH:31][CH:30]=[CH:29][CH:28]=1, predict the reactants needed to synthesize it. The reactants are: N1CCCCC1.[OH:7][C:8]1[CH:17]=[CH:16][C:11]([CH:12]=[CH:13][CH:14]=O)=[CH:10][C:9]=1[O:18][CH3:19].[C:20]([CH2:22][C:23]([N-:25][CH2:26][C:27]1[CH:32]=[CH:31][CH:30]=[CH:29][CH:28]=1)=[O:24])#[N:21].